Dataset: Peptide-MHC class II binding affinity with 134,281 pairs from IEDB. Task: Regression. Given a peptide amino acid sequence and an MHC pseudo amino acid sequence, predict their binding affinity value. This is MHC class II binding data. (1) The peptide sequence is LKQATTAPCAVMDIT. The MHC is DRB3_0101 with pseudo-sequence DRB3_0101. The binding affinity (normalized) is 0.151. (2) The peptide sequence is HHLNPCDYVARKPES. The MHC is DRB1_0101 with pseudo-sequence DRB1_0101. The binding affinity (normalized) is 0.563. (3) The peptide sequence is EKKYFAAHQFEPLAA. The MHC is HLA-DPA10103-DPB10401 with pseudo-sequence HLA-DPA10103-DPB10401. The binding affinity (normalized) is 1.00. (4) The peptide sequence is VTKDTNDNNLYKLHG. The MHC is DRB1_0901 with pseudo-sequence DRB1_0901. The binding affinity (normalized) is 0.385. (5) The peptide sequence is PYGATISATPEWATP. The MHC is DRB1_0405 with pseudo-sequence DRB1_0405. The binding affinity (normalized) is 0.418. (6) The peptide sequence is IEAELKCFGNTAVAK. The MHC is DRB1_0101 with pseudo-sequence DRB1_0101. The binding affinity (normalized) is 0.854. (7) The peptide sequence is KLTITGKGTLDGQGK. The MHC is HLA-DQA10201-DQB10202 with pseudo-sequence HLA-DQA10201-DQB10202. The binding affinity (normalized) is 0. (8) The peptide sequence is ISATPEWATPFPHRK. The MHC is HLA-DQA10501-DQB10301 with pseudo-sequence HLA-DQA10501-DQB10301. The binding affinity (normalized) is 0.641.